From a dataset of Forward reaction prediction with 1.9M reactions from USPTO patents (1976-2016). Predict the product of the given reaction. (1) Given the reactants [CH3:1][C:2]1[C:3]([CH2:12][N:13]2[CH2:18][CH2:17][CH2:16][CH2:15][CH:14]2[C:19]2[CH:20]=[C:21]([CH:26]=[CH:27][CH:28]=2)[C:22](OC)=[O:23])=[C:4]2[C:8](=[C:9]([CH3:11])[CH:10]=1)[NH:7][CH:6]=[CH:5]2.[BH4-].[Na+], predict the reaction product. The product is: [CH3:1][C:2]1[C:3]([CH2:12][N:13]2[CH2:18][CH2:17][CH2:16][CH2:15][CH:14]2[C:19]2[CH:20]=[C:21]([CH2:22][OH:23])[CH:26]=[CH:27][CH:28]=2)=[C:4]2[C:8](=[C:9]([CH3:11])[CH:10]=1)[NH:7][CH:6]=[CH:5]2. (2) Given the reactants [C:1]([O:5][C:6]([N:8]1[CH2:13][CH2:12][CH:11]([C:14]#[CH:15])[CH2:10][CH2:9]1)=[O:7])([CH3:4])([CH3:3])[CH3:2].[Cl:16][C:17]1[C:26]2[C:21](=[CH:22][CH:23]=[C:24](I)[CH:25]=2)[N:20]=[CH:19][N:18]=1.C(NC(C)C)(C)C, predict the reaction product. The product is: [C:1]([O:5][C:6]([N:8]1[CH2:13][CH2:12][CH:11]([C:14]#[C:15][C:24]2[CH:25]=[C:26]3[C:21](=[CH:22][CH:23]=2)[N:20]=[CH:19][N:18]=[C:17]3[Cl:16])[CH2:10][CH2:9]1)=[O:7])([CH3:4])([CH3:3])[CH3:2]. (3) Given the reactants [CH2:1]([C@H:8]([NH:38][C:39](=[O:45])[O:40][C:41]([CH3:44])([CH3:43])[CH3:42])[C@@H:9]([OH:37])[CH2:10][C@@H:11]([NH:26]C(OCC1C=CC=CC=1)=O)[CH2:12][C:13]1[CH:18]=[CH:17][C:16]([C:19]2[CH:24]=[CH:23][C:22]([CH3:25])=[CH:21][N:20]=2)=[CH:15][CH:14]=1)[C:2]1[CH:7]=[CH:6][CH:5]=[CH:4][CH:3]=1.Cl, predict the reaction product. The product is: [NH2:26][C@@H:11]([CH2:12][C:13]1[CH:18]=[CH:17][C:16]([C:19]2[CH:24]=[CH:23][C:22]([CH3:25])=[CH:21][N:20]=2)=[CH:15][CH:14]=1)[CH2:10][C@H:9]([OH:37])[C@@H:8]([NH:38][C:39](=[O:45])[O:40][C:41]([CH3:42])([CH3:43])[CH3:44])[CH2:1][C:2]1[CH:3]=[CH:4][CH:5]=[CH:6][CH:7]=1. (4) Given the reactants Br[C:2]1[CH:3]=[C:4]([C:7]2[N:11]3[CH:12]=[CH:13][C:14]([C:16]([F:19])([F:18])[F:17])=[N:15][C:10]3=[N:9][CH:8]=2)[S:5][CH:6]=1.B1([C:26]2[CH:31]=[CH:30][CH:29]=[N:28][CH:27]=2)OCCCO1.C(=O)([O-])[O-].[Cs+].[Cs+], predict the reaction product. The product is: [N:28]1[CH:29]=[CH:30][CH:31]=[C:26]([C:2]2[CH:3]=[C:4]([C:7]3[N:11]4[CH:12]=[CH:13][C:14]([C:16]([F:19])([F:18])[F:17])=[N:15][C:10]4=[N:9][CH:8]=3)[S:5][CH:6]=2)[CH:27]=1. (5) Given the reactants [CH2:1]([CH:8]([NH:31][C:32]([C:34]1[CH:43]=[N:42][C:41]2[C:36](=[CH:37][CH:38]=[CH:39][CH:40]=2)[N:35]=1)=[O:33])[CH:9]([O:23][Si](C(C)(C)C)(C)C)[CH2:10][CH:11]([C:18]1[O:19][CH:20]=[CH:21][N:22]=1)[CH2:12][CH2:13][C:14]([F:17])([CH3:16])[CH3:15])[C:2]1[CH:7]=[CH:6][CH:5]=[CH:4][CH:3]=1, predict the reaction product. The product is: [CH2:1]([CH:8]([NH:31][C:32]([C:34]1[CH:43]=[N:42][C:41]2[C:36](=[CH:37][CH:38]=[CH:39][CH:40]=2)[N:35]=1)=[O:33])[CH:9]([OH:23])[CH2:10][CH:11]([C:18]1[O:19][CH:20]=[CH:21][N:22]=1)[CH2:12][CH2:13][C:14]([F:17])([CH3:16])[CH3:15])[C:2]1[CH:7]=[CH:6][CH:5]=[CH:4][CH:3]=1. (6) Given the reactants [CH3:1][O:2][C:3](=[O:20])[CH2:4][C:5]([C:7](=[O:19])[N:8]([CH2:16][CH:17]=C)[CH2:9][C:10]1[CH:15]=[CH:14][CH:13]=[CH:12][CH:11]=1)=C, predict the reaction product. The product is: [CH3:1][O:2][C:3](=[O:20])[CH2:4][C:5]1[C:7](=[O:19])[N:8]([CH2:9][C:10]2[CH:11]=[CH:12][CH:13]=[CH:14][CH:15]=2)[CH2:16][CH:17]=1. (7) The product is: [F:18][C:2]1([F:1])[CH2:6][CH2:5][CH:4]([C:7]2[C:11]([CH2:12][O:13][C:25]3[C:24]([F:27])=[CH:23][C:22]([CH2:28][CH2:29][C:30]([OH:32])=[O:31])=[CH:21][C:20]=3[F:19])=[C:10]([C:14]([F:16])([F:17])[F:15])[S:9][N:8]=2)[CH2:3]1. Given the reactants [F:1][C:2]1([F:18])[CH2:6][CH2:5][CH:4]([C:7]2[C:11]([CH2:12][OH:13])=[C:10]([C:14]([F:17])([F:16])[F:15])[S:9][N:8]=2)[CH2:3]1.[F:19][C:20]1[CH:21]=[C:22]([CH2:28][CH2:29][C:30]([O:32]CC)=[O:31])[CH:23]=[C:24]([F:27])[C:25]=1O, predict the reaction product.